This data is from Full USPTO retrosynthesis dataset with 1.9M reactions from patents (1976-2016). The task is: Predict the reactants needed to synthesize the given product. (1) Given the product [NH2:27][C:8]1[N:7]=[C:6]([O:5][CH2:1][CH2:2][CH2:3][CH3:4])[N:14]=[C:13]2[C:9]=1[NH:10][C:11](=[O:25])[N:12]2[CH2:15][CH2:16][CH2:17][CH2:18][CH:19]1[CH2:20][CH2:21][N:22]([CH2:29][CH2:30][OH:31])[CH2:23][CH2:24]1, predict the reactants needed to synthesize it. The reactants are: [CH2:1]([O:5][C:6]1[N:14]=[C:13]2[C:9]([N:10]=[C:11]([O:25]C)[N:12]2[CH2:15][CH2:16][CH2:17][CH2:18][CH:19]2[CH2:24][CH2:23][NH:22][CH2:21][CH2:20]2)=[C:8]([NH2:27])[N:7]=1)[CH2:2][CH2:3][CH3:4].Br[CH2:29][CH2:30][OH:31].CCN(C(C)C)C(C)C. (2) Given the product [C:38]([O:37][C:31]([N:8]1[CH2:9][C:10](=[O:30])[N:11]([C:16]2[CH:17]=[CH:18][C:19]([OH:22])=[CH:20][CH:21]=2)[C@@H:12]([CH2:14][OH:15])[CH2:13]1)=[O:42])([CH3:39])([CH3:40])[CH3:41], predict the reactants needed to synthesize it. The reactants are: C([N:8]1[CH2:13][C@H:12]([CH2:14][OH:15])[N:11]([C:16]2[CH:21]=[CH:20][C:19]([O:22]CC3C=CC=CC=3)=[CH:18][CH:17]=2)[C:10](=[O:30])[CH2:9]1)C1C=CC=CC=1.[C:31](=[O:42])([O:37][C:38]([CH3:41])([CH3:40])[CH3:39])OC(C)(C)C.[H][H]. (3) Given the product [OH:4][CH:3]([C:5]1[N:6]=[C:7]([C:10]2[CH:15]=[CH:14][CH:13]=[CH:12][CH:11]=2)[S:8][CH:9]=1)[CH:2]([NH:1][C:41]([C:30]1[CH:31]=[CH:32][CH:33]=[C:34]2[CH2:40][CH2:39][CH2:38][CH:37]=[CH:36][C:35]=12)=[O:42])[CH2:16][C:17]1[CH:22]=[CH:21][CH:20]=[C:19]([O:23][C:24]([F:28])([F:29])[CH:25]([F:26])[F:27])[CH:18]=1, predict the reactants needed to synthesize it. The reactants are: [NH2:1][CH:2]([CH2:16][C:17]1[CH:22]=[CH:21][CH:20]=[C:19]([O:23][C:24]([F:29])([F:28])[CH:25]([F:27])[F:26])[CH:18]=1)[CH:3]([C:5]1[N:6]=[C:7]([C:10]2[CH:15]=[CH:14][CH:13]=[CH:12][CH:11]=2)[S:8][CH:9]=1)[OH:4].[C:30]1([C:41](O)=[O:42])[CH:31]=[CH:32][CH:33]=[C:34]2[CH2:40][CH2:39][CH2:38][CH:37]=[CH:36][C:35]=12.O.ON1C2C=CC=CC=2N=N1.Cl.C(N=C=NCCCN(C)C)C. (4) Given the product [CH3:16][C:14]1[N:15]=[C:11]([NH:10][CH2:9][CH2:8][NH2:7])[S:12][C:13]=1[CH3:17], predict the reactants needed to synthesize it. The reactants are: C(OC(=O)[NH:7][CH2:8][CH2:9][NH:10][C:11]1[S:12][C:13]([CH3:17])=[C:14]([CH3:16])[N:15]=1)(C)(C)C.C(O)(C(F)(F)F)=O. (5) Given the product [OH:39][CH:38]1[CH:37]([CH3:40])[CH2:36][CH2:35][N:34]([S:41]([C:44]2[CH:50]=[CH:49][C:47]([CH3:48])=[CH:46][CH:45]=2)(=[O:43])=[O:42])[CH2:33][CH:32]1[NH:31][C:7](=[O:9])[C:2]1[CH:3]=[CH:4][CH:5]=[CH:6][N:1]=1, predict the reactants needed to synthesize it. The reactants are: [N:1]1[CH:6]=[CH:5][CH:4]=[CH:3][C:2]=1[C:7]([OH:9])=O.CCN=C=NCCCN(C)C.C1C=CC2N(O)N=NC=2C=1.[NH2:31][CH:32]1[CH:38]([OH:39])[CH:37]([CH3:40])[CH2:36][CH2:35][N:34]([S:41]([C:44]2[CH:50]=[CH:49][C:47]([CH3:48])=[CH:46][CH:45]=2)(=[O:43])=[O:42])[CH2:33]1. (6) Given the product [N+:17]([C:14]1[CH:15]=[CH:16][C:11]([C:10]2[S:20][C:7]3[CH:8]=[C:3]([O:2][CH3:1])[CH:4]=[CH:5][C:6]=3[N:9]=2)=[CH:12][CH:13]=1)([O-:19])=[O:18], predict the reactants needed to synthesize it. The reactants are: [CH3:1][O:2][C:3]1[CH:8]=[CH:7][C:6]([NH:9][C:10](=[S:20])[C:11]2[CH:16]=[CH:15][C:14]([N+:17]([O-:19])=[O:18])=[CH:13][CH:12]=2)=[CH:5][CH:4]=1.[OH-].[Na+].